From a dataset of Reaction yield outcomes from USPTO patents with 853,638 reactions. Predict the reaction yield, written as a fraction of the theoretical maximum amount of product (1.0 means a 100% yield; for example, 0.34 means a 34% yield). (1) The reactants are [O:1]1[CH2:5][CH2:4][CH2:3][CH2:2]1.B.CC(=C(C)C)C.C=C1C[C@@H:17]2[CH2:18][N:19]([C:21]([O:23][C:24]([CH3:27])([CH3:26])[CH3:25])=[O:22])[CH2:20][C@@H:16]2C1.[OH-].[Na+].OO. The catalyst is O1CCCC1. The product is [OH:1][CH2:5][CH:4]1[CH2:16][C@@H:17]2[CH2:18][N:19]([C:21]([O:23][C:24]([CH3:27])([CH3:26])[CH3:25])=[O:22])[CH2:20][C@@H:2]2[CH2:3]1. The yield is 0.950. (2) The reactants are C[O:2][C:3]([C:5]1[CH:29]=[CH:28][C:8]2[NH:9][C:10]([C:12]3[C:16]([NH:17][C:18](=[O:27])[C:19]4[C:24]([F:25])=[CH:23][CH:22]=[CH:21][C:20]=4[F:26])=[CH:15][NH:14][N:13]=3)=[N:11][C:7]=2[CH:6]=1)=[O:4].O.Cl. The catalyst is [OH-].[Na+].CO. The product is [F:26][C:20]1[CH:21]=[CH:22][CH:23]=[C:24]([F:25])[C:19]=1[C:18]([NH:17][C:16]1[C:12]([C:10]2[NH:9][C:8]3[CH:28]=[CH:29][C:5]([C:3]([OH:4])=[O:2])=[CH:6][C:7]=3[N:11]=2)=[N:13][NH:14][CH:15]=1)=[O:27]. The yield is 0.520. (3) The yield is 0.640. The product is [CH2:27]([N:34]([C:42]12[CH2:47][CH2:46][C:45]([CH:50]([C:3]3[C:2]([Cl:1])=[CH:7][N:6]=[C:5]4[N:8]([Si:11]([CH:18]([CH3:20])[CH3:19])([CH:15]([CH3:17])[CH3:16])[CH:12]([CH3:14])[CH3:13])[CH:9]=[CH:10][C:4]=34)[OH:51])([CH2:44][CH2:43]1)[CH2:48][CH2:49]2)[C:35](=[O:41])[O:36][C:37]([CH3:40])([CH3:39])[CH3:38])[C:28]1[CH:33]=[CH:32][CH:31]=[CH:30][CH:29]=1. The reactants are [Cl:1][C:2]1[C:3](I)=[C:4]2[CH:10]=[CH:9][N:8]([Si:11]([CH:18]([CH3:20])[CH3:19])([CH:15]([CH3:17])[CH3:16])[CH:12]([CH3:14])[CH3:13])[C:5]2=[N:6][CH:7]=1.[Li]CCCC.[CH2:27]([N:34]([C:42]12[CH2:49][CH2:48][C:45]([CH:50]=[O:51])([CH2:46][CH2:47]1)[CH2:44][CH2:43]2)[C:35](=[O:41])[O:36][C:37]([CH3:40])([CH3:39])[CH3:38])[C:28]1[CH:33]=[CH:32][CH:31]=[CH:30][CH:29]=1.[NH4+].[Cl-]. The catalyst is C1COCC1.CCOC(C)=O. (4) The reactants are [Cl:1][C:2]1[CH:3]=[CH:4][C:5]([O:15][CH2:16][C:17]2[CH:22]=[CH:21][CH:20]=[C:19]([F:23])[C:18]=2[F:24])=[C:6]([C:8](=O)[CH2:9][CH2:10][C:11](=O)[CH3:12])[CH:7]=1.[CH3:25][O:26][C:27](=[O:36])[C:28]1[CH:33]=[C:32]([OH:34])[CH:31]=[C:30]([NH2:35])[CH:29]=1.CC1C=CC(S(O)(=O)=O)=CC=1. The catalyst is C(#N)C.C(Cl)Cl. The product is [CH3:25][O:26][C:27](=[O:36])[C:28]1[CH:33]=[C:32]([OH:34])[CH:31]=[C:30]([N:35]2[C:11]([CH3:12])=[CH:10][CH:9]=[C:8]2[C:6]2[CH:7]=[C:2]([Cl:1])[CH:3]=[CH:4][C:5]=2[O:15][CH2:16][C:17]2[CH:22]=[CH:21][CH:20]=[C:19]([F:23])[C:18]=2[F:24])[CH:29]=1. The yield is 0.450.